Dataset: Full USPTO retrosynthesis dataset with 1.9M reactions from patents (1976-2016). Task: Predict the reactants needed to synthesize the given product. (1) The reactants are: Cl[CH:2]([C:14]1[CH:19]=[CH:18][CH:17]=[CH:16][CH:15]=1)[C:3]([C:5]1[C:13]2[C:8](=[CH:9][CH:10]=[CH:11][CH:12]=2)[NH:7][CH:6]=1)=[O:4].[CH3:20][O:21][C:22]1[CH:28]=[CH:27][C:26]([O:29][CH3:30])=[CH:25][C:23]=1[NH2:24].CCN(C(C)C)C(C)C. Given the product [CH3:20][O:21][C:22]1[CH:28]=[CH:27][C:26]([O:29][CH3:30])=[CH:25][C:23]=1[NH:24][CH:2]([C:14]1[CH:19]=[CH:18][CH:17]=[CH:16][CH:15]=1)[C:3]([C:5]1[C:13]2[C:8](=[CH:9][CH:10]=[CH:11][CH:12]=2)[NH:7][CH:6]=1)=[O:4], predict the reactants needed to synthesize it. (2) Given the product [C:1]1([CH2:7][CH2:8][N:9]([C@H:17]2[C:30]3[CH:29]=[C:28]4[C:23]([N:24]([CH3:35])[C:25](=[O:31])[CH2:26][O:27]4)=[CH:22][C:21]=3[O:20][C:19]([CH3:33])([CH3:32])[C@@H:18]2[OH:34])[C:10](=[O:16])[O:11][C:12]([CH3:15])([CH3:14])[CH3:13])[CH:6]=[CH:5][CH:4]=[CH:3][CH:2]=1, predict the reactants needed to synthesize it. The reactants are: [C:1]1([CH2:7][CH2:8][N:9]([C@H:17]2[C:30]3[CH:29]=[C:28]4[C:23]([NH:24][C:25](=[O:31])[CH2:26][O:27]4)=[CH:22][C:21]=3[O:20][C:19]([CH3:33])([CH3:32])[C@@H:18]2[OH:34])[C:10](=[O:16])[O:11][C:12]([CH3:15])([CH3:14])[CH3:13])[CH:6]=[CH:5][CH:4]=[CH:3][CH:2]=1.[C:35](=O)([O-])[O-].[K+].[K+].CI.[Cl-].[NH4+]. (3) Given the product [Br:1][C:2]1[C:10]([N:11]([CH3:27])[S:12]([CH3:15])(=[O:13])=[O:14])=[CH:9][C:8]2[C:4](=[C:5]([C:23]([NH:25][CH3:26])=[O:24])[N:6]([C:16]3[CH:17]=[CH:18][C:19]([F:22])=[CH:20][CH:21]=3)[N:7]=2)[CH:3]=1, predict the reactants needed to synthesize it. The reactants are: [Br:1][C:2]1[C:10]([NH:11][S:12]([CH3:15])(=[O:14])=[O:13])=[CH:9][C:8]2[C:4](=[C:5]([C:23]([NH:25][CH3:26])=[O:24])[N:6]([C:16]3[CH:21]=[CH:20][C:19]([F:22])=[CH:18][CH:17]=3)[N:7]=2)[CH:3]=1.[C:27]([O-])([O-])=O.[K+].[K+].CI. (4) Given the product [Cl:5][C:6]1[CH:7]=[CH:8][C:9]([S:24][CH2:23][C:22]([OH:26])=[O:25])=[C:10]([C:12]2[CH:17]=[CH:16][C:15]([S:18][CH2:19][CH3:20])=[CH:14][CH:13]=2)[CH:11]=1, predict the reactants needed to synthesize it. The reactants are: N([O-])=O.[Na+].[Cl:5][C:6]1[CH:11]=[C:10]([C:12]2[CH:17]=[CH:16][C:15]([S:18][CH2:19][CH3:20])=[CH:14][CH:13]=2)[C:9](N)=[CH:8][CH:7]=1.[C:22]([OH:26])(=[O:25])[CH2:23][SH:24].C(=O)([O-])O.[Na+]. (5) Given the product [CH2:23]([O:22][N:20]1[C:19](=[O:30])[CH2:18][CH2:17][C@@H:16]([NH:15][C:2]2[N:3]=[CH:4][C:5](/[CH:8]=[CH:9]/[C:10]([O:12][CH2:13][CH3:14])=[O:11])=[N:6][CH:7]=2)[CH2:21]1)[C:24]1[CH:29]=[CH:28][CH:27]=[CH:26][CH:25]=1, predict the reactants needed to synthesize it. The reactants are: Cl[C:2]1[N:3]=[CH:4][C:5](/[CH:8]=[CH:9]/[C:10]([O:12][CH2:13][CH3:14])=[O:11])=[N:6][CH:7]=1.[NH2:15][C@H:16]1[CH2:21][N:20]([O:22][CH2:23][C:24]2[CH:29]=[CH:28][CH:27]=[CH:26][CH:25]=2)[C:19](=[O:30])[CH2:18][CH2:17]1.C1(P(C2CCCCC2)C2C=CC=CC=2C2C=CC=CC=2N(C)C)CCCCC1.C(=O)([O-])[O-].[Cs+].[Cs+]. (6) Given the product [CH2:23]([O:22][C:19]1[CH:20]=[CH:21][C:16]([CH2:15][CH:14]2[C:6]3=[N:7][C:8]4[CH:13]=[CH:12][CH:11]=[CH:10][C:9]=4[N:5]3[C:35](=[O:36])[NH:25]2)=[CH:17][CH:18]=1)[CH3:24], predict the reactants needed to synthesize it. The reactants are: N#N.Cl.Cl.[NH:5]1[C:9]2[CH:10]=[CH:11][CH:12]=[CH:13][C:8]=2[N:7]=[C:6]1[C@H:14]([NH2:25])[CH2:15][C:16]1[CH:21]=[CH:20][C:19]([O:22][CH2:23][CH3:24])=[CH:18][CH:17]=1.CCN(C(C)C)C(C)C.[C:35](N1C=CN=C1)(N1C=CN=C1)=[O:36]. (7) Given the product [CH2:1]([O:8][C:9]1[CH:14]=[C:13]([CH:12]=[C:11]([Br:18])[CH:10]=1)[NH2:15])[C:2]1[CH:3]=[CH:4][CH:5]=[CH:6][CH:7]=1, predict the reactants needed to synthesize it. The reactants are: [CH2:1]([O:8][C:9]1[CH:14]=[C:13]([N+:15]([O-])=O)[CH:12]=[C:11]([Br:18])[CH:10]=1)[C:2]1[CH:7]=[CH:6][CH:5]=[CH:4][CH:3]=1.[NH4+].[Cl-].